This data is from Reaction yield outcomes from USPTO patents with 853,638 reactions. The task is: Predict the reaction yield, written as a fraction of the theoretical maximum amount of product (1.0 means a 100% yield; for example, 0.34 means a 34% yield). The reactants are [F:1][C:2]1[C:10]([O:11][CH3:12])=[CH:9][CH:8]=[CH:7][C:3]=1C(O)=O.CC[N:15]([CH:19](C)C)C(C)C.C1(P(N=[N+]=[N-])(C2C=CC=CC=2)=[O:29])C=CC=CC=1.[CH3:39][C:40]([OH:43])([CH3:42])[CH3:41]. The catalyst is C1(C)C=CC=CC=1. The product is [F:1][C:2]1[C:10]([O:11][CH3:12])=[CH:9][CH:8]=[CH:7][C:3]=1[NH:15][C:19](=[O:29])[O:43][C:40]([CH3:42])([CH3:41])[CH3:39]. The yield is 0.640.